Predict the product of the given reaction. From a dataset of Forward reaction prediction with 1.9M reactions from USPTO patents (1976-2016). (1) Given the reactants Br[C:2]1[C:7]2[S:8][C:9]([NH:11][C:12]([NH:14][CH2:15][CH3:16])=[O:13])=[N:10][C:6]=2[CH:5]=[C:4](Br)[N:3]=1.C([Sn](CCCC)(CCCC)[C:23]1[CH:28]=[N:27][CH:26]=[CH:25][N:24]=1)CCC.O, predict the reaction product. The product is: [N:24]1[CH:25]=[CH:26][N:27]=[CH:28][C:23]=1[C:2]1[C:7]2[S:8][C:9]([NH:11][C:12]([NH:14][CH2:15][CH3:16])=[O:13])=[N:10][C:6]=2[CH:5]=[C:4]([C:28]2[CH:23]=[N:24][CH:25]=[CH:26][N:27]=2)[N:3]=1. (2) Given the reactants [CH2:1]([O:3][C:4]([C:6]1[C:15](=[O:16])[C:14]2[C:9](=[C:10]([C:19]#[C:20][CH2:21][C@@H:22]3[CH2:26][CH2:25][CH2:24][N:23]3[C:27]([O:29][C:30]([CH3:33])([CH3:32])[CH3:31])=[O:28])[C:11]([F:18])=[C:12]([F:17])[CH:13]=2)[N:8]([CH:34]2[CH2:36][CH2:35]2)[CH:7]=1)=[O:5])[CH3:2].B1C2CCCC1CCC2.[OH-].[Na+].OO, predict the reaction product. The product is: [CH2:1]([O:3][C:4]([C:6]1[C:15](=[O:16])[C:14]2[C:9](=[C:10]([CH2:19][CH2:20][CH2:21][C@@H:22]3[CH2:26][CH2:25][CH2:24][N:23]3[C:27]([O:29][C:30]([CH3:31])([CH3:32])[CH3:33])=[O:28])[C:11]([F:18])=[C:12]([F:17])[CH:13]=2)[N:8]([CH:34]2[CH2:35][CH2:36]2)[CH:7]=1)=[O:5])[CH3:2].